Predict the reactants needed to synthesize the given product. From a dataset of Full USPTO retrosynthesis dataset with 1.9M reactions from patents (1976-2016). Given the product [NH2:17][C:15]1[CH:16]=[N:12][N:13]([CH2:26][C:25]2[C:20]([NH2:19])=[N:21][CH:22]=[CH:23][CH:24]=2)[CH:14]=1, predict the reactants needed to synthesize it. The reactants are: CN(C)CCC([N:12]1[CH:16]=[C:15]([NH2:17])[CH:14]=[N:13]1)C1C=CC=CC=1.[NH2:19][C:20]1[C:25]([CH2:26]O)=[CH:24][CH:23]=[CH:22][N:21]=1.